From a dataset of Catalyst prediction with 721,799 reactions and 888 catalyst types from USPTO. Predict which catalyst facilitates the given reaction. (1) Reactant: [C:1]1([N:7]=[C:8]=[O:9])[CH:6]=[CH:5][CH:4]=[CH:3][CH:2]=1.[NH2:10][C@H:11]1[CH2:16][CH2:15][C@H:14]([OH:17])[CH2:13][CH2:12]1. Product: [OH:17][CH:14]1[CH2:15][CH2:16][CH:11]([NH:10][C:8]([NH:7][C:1]2[CH:6]=[CH:5][CH:4]=[CH:3][CH:2]=2)=[O:9])[CH2:12][CH2:13]1. The catalyst class is: 3. (2) Reactant: [Cl:1][C:2]1[CH:3]=[CH:4][C:5]([O:29][CH:30]([F:32])[F:31])=[C:6]([C:8]2[C:12]([NH:13][C:14]([C:16]3[CH:17]=[N:18][N:19]4[CH:24]=[CH:23][CH:22]=[N:21][C:20]=34)=[O:15])=[CH:11][N:10]([CH2:25][C:26](O)=[O:27])[N:9]=2)[CH:7]=1.Cl.[CH3:34][NH:35][C:36](=[O:44])[CH2:37][N:38]1[CH2:43][CH2:42][NH:41][CH2:40][CH2:39]1.CN(C(ON1N=NC2C=CC=NC1=2)=[N+](C)C)C.F[P-](F)(F)(F)(F)F.CCN(C(C)C)C(C)C. Product: [Cl:1][C:2]1[CH:3]=[CH:4][C:5]([O:29][CH:30]([F:32])[F:31])=[C:6]([C:8]2[C:12]([NH:13][C:14]([C:16]3[CH:17]=[N:18][N:19]4[CH:24]=[CH:23][CH:22]=[N:21][C:20]=34)=[O:15])=[CH:11][N:10]([CH2:25][C:26]([N:41]3[CH2:40][CH2:39][N:38]([CH2:37][C:36](=[O:44])[NH:35][CH3:34])[CH2:43][CH2:42]3)=[O:27])[N:9]=2)[CH:7]=1. The catalyst class is: 3.